This data is from Forward reaction prediction with 1.9M reactions from USPTO patents (1976-2016). The task is: Predict the product of the given reaction. (1) Given the reactants Br[C:2]1[CH:3]=[C:4]([C:10]2[C:11]([N:30]([CH3:35])[S:31]([CH3:34])(=[O:33])=[O:32])=[CH:12][C:13]3[O:17][C:16]([C:18]4[CH:23]=[CH:22][C:21]([F:24])=[CH:20][CH:19]=4)=[C:15]([C:25]([NH:27][CH3:28])=[O:26])[C:14]=3[CH:29]=2)[C:5](=[O:9])[N:6]([CH3:8])[CH:7]=1.[F:36][C:37]1[CH:45]=[CH:44][CH:43]=[C:42]2[C:38]=1[CH:39]=[C:40](B1OC(C)(C)C(C)(C)O1)[NH:41]2, predict the reaction product. The product is: [F:36][C:37]1[CH:45]=[CH:44][CH:43]=[C:42]2[C:38]=1[CH:39]=[C:40]([C:2]1[CH:3]=[C:4]([C:10]3[C:11]([N:30]([CH3:35])[S:31]([CH3:34])(=[O:32])=[O:33])=[CH:12][C:13]4[O:17][C:16]([C:18]5[CH:23]=[CH:22][C:21]([F:24])=[CH:20][CH:19]=5)=[C:15]([C:25]([NH:27][CH3:28])=[O:26])[C:14]=4[CH:29]=3)[C:5](=[O:9])[N:6]([CH3:8])[CH:7]=1)[NH:41]2. (2) Given the reactants [ClH:1].[N:2]12[CH2:9][CH2:8][CH:5]([CH2:6][CH2:7]1)[C@H:4]([NH:10][C:11]([C:13]1[O:14][C:15]3[C:21]([C:22]4[CH:23]=[C:24]([CH:28]=[CH:29][CH:30]=4)[C:25]([OH:27])=O)=[CH:20][CH:19]=[CH:18][C:16]=3[CH:17]=1)=[O:12])[CH2:3]2.[CH2:31]([O:33][CH2:34][CH2:35][CH2:36][NH2:37])[CH3:32], predict the reaction product. The product is: [ClH:1].[N:2]12[CH2:9][CH2:8][CH:5]([CH2:6][CH2:7]1)[C@H:4]([NH:10][C:11]([C:13]1[O:14][C:15]3[C:21]([C:22]4[CH:30]=[CH:29][CH:28]=[C:24]([C:25]([NH:37][CH2:36][CH2:35][CH2:34][O:33][CH2:31][CH3:32])=[O:27])[CH:23]=4)=[CH:20][CH:19]=[CH:18][C:16]=3[CH:17]=1)=[O:12])[CH2:3]2. (3) Given the reactants [Br:1][C:2]1[S:6][C:5]([C:7]([OH:9])=O)=[C:4]([Cl:10])[CH:3]=1.Cl.[CH3:12]NOC.CCN=C=NCCCN(C)C.C[Mg]Br, predict the reaction product. The product is: [Br:1][C:2]1[S:6][C:5]([C:7](=[O:9])[CH3:12])=[C:4]([Cl:10])[CH:3]=1. (4) Given the reactants [Cl:1][C:2]1[S:3][C:4]([S:8](Cl)(=[O:10])=[O:9])=[C:5]([CH3:7])[N:6]=1.[OH-].[NH4+:13], predict the reaction product. The product is: [Cl:1][C:2]1[S:3][C:4]([S:8]([NH2:13])(=[O:10])=[O:9])=[C:5]([CH3:7])[N:6]=1.